From a dataset of Full USPTO retrosynthesis dataset with 1.9M reactions from patents (1976-2016). Predict the reactants needed to synthesize the given product. (1) Given the product [Cl:1][C:2]1[C:3]2[N:4]([CH:12]=[C:13]([C:15]3[O:17][C:21]([C:20]4[CH:25]=[C:26]([Cl:31])[C:27]([O:29][CH3:30])=[CH:28][C:19]=4[Cl:18])=[N:23][N:24]=3)[N:14]=2)[CH:5]=[C:6]([C:8]([F:9])([F:10])[F:11])[CH:7]=1, predict the reactants needed to synthesize it. The reactants are: [Cl:1][C:2]1[C:3]2[N:4]([CH:12]=[C:13]([C:15]([OH:17])=O)[N:14]=2)[CH:5]=[C:6]([C:8]([F:11])([F:10])[F:9])[CH:7]=1.[Cl:18][C:19]1[CH:28]=[C:27]([O:29][CH3:30])[C:26]([Cl:31])=[CH:25][C:20]=1[C:21]([NH:23][NH2:24])=O.O=P(Cl)(Cl)Cl. (2) Given the product [Cl:1][C:2]1[CH:3]=[C:4]2[C:5]([C:23]([OH:24])=[C:29]([C:30]3[CH:35]=[CH:34][CH:33]=[CH:32][CH:31]=3)[C:28](=[O:36])[NH:27]2)=[CH:6][C:7]=1[C:8]1[CH:13]=[CH:12][C:11]([C:14]2[CH:19]=[CH:18][CH:17]=[C:16]([O:20][CH3:21])[C:15]=2[OH:22])=[CH:10][CH:9]=1, predict the reactants needed to synthesize it. The reactants are: [Cl:1][C:2]1[C:7]([C:8]2[CH:13]=[CH:12][C:11]([C:14]3[CH:19]=[CH:18][CH:17]=[C:16]([O:20][CH3:21])[C:15]=3[OH:22])=[CH:10][CH:9]=2)=[CH:6][C:5]([C:23](OC)=[O:24])=[C:4]([NH:27][C:28](=[O:36])[CH2:29][C:30]2[CH:35]=[CH:34][CH:33]=[CH:32][CH:31]=2)[CH:3]=1.C[Si]([N-][Si](C)(C)C)(C)C.[K+].Cl. (3) The reactants are: [CH3:1][Mg+].[Br-].[CH3:4][C@H:5]1[CH2:10][CH2:9][C@H:8]([CH:11]=[O:12])[CH2:7][CH2:6]1.[NH4+].[Cl-]. Given the product [CH3:4][C@H:5]1[CH2:10][CH2:9][C@H:8]([CH:11]([OH:12])[CH3:1])[CH2:7][CH2:6]1, predict the reactants needed to synthesize it. (4) Given the product [CH3:7][O:102][C:100]1[C:49]([O:48][CH2:47][CH2:46][CH2:45][O:44][C:39]2[C:40]([O:42][CH3:43])=[CH:41][C:25]3[C:24](=[O:96])[N:23]4[CH:97]=[C:20](/[CH:1]=[CH:2]/[CH3:3])[CH2:21][C@H:22]4[C:28](=[O:29])[N:27]([CH2:30][O:31][CH2:32][CH2:33][Si:34]([CH3:36])([CH3:37])[CH3:35])[C:26]=3[CH:38]=2)=[CH:93][C:53]2[N:54]([CH2:85][O:86][CH2:87][CH2:88][Si:89]([CH3:90])([CH3:92])[CH3:91])[C:55](=[O:84])[C@@H:56]3[CH2:62][C:61](/[CH:63]=[CH:64]/[CH2:65][NH:66][C:67](=[O:68])[O:69][CH2:70][CH:71]4[C:72]5[CH:73]=[CH:74][CH:75]=[CH:76][C:77]=5[C:78]5[C:83]4=[CH:82][CH:81]=[CH:80][CH:79]=5)=[CH:60][N:57]3[C:58](=[O:59])[C:52]=2[CH:101]=1, predict the reactants needed to synthesize it. The reactants are: [CH:1](/B(O)O)=[CH:2]\[CH3:3].[CH2:7](N(CC)CC)C.FC(F)(F)S(O[C:20]1[CH2:21][C@H:22]2[C:28](=[O:29])[N:27]([CH2:30][O:31][CH2:32][CH2:33][Si:34]([CH3:37])([CH3:36])[CH3:35])[C:26]3[CH:38]=[C:39]([O:44][CH2:45][CH2:46][CH2:47][O:48][C:49]4C(OC)=C[C:52]5[C:58](=[O:59])[N:57]6[CH:60]=[C:61](/[CH:63]=[CH:64]/[CH2:65][NH:66][C:67]([O:69][CH2:70][CH:71]7[C:83]8[CH:82]=[CH:81][CH:80]=[CH:79][C:78]=8[C:77]8[C:72]7=[CH:73][CH:74]=[CH:75][CH:76]=8)=[O:68])[CH2:62][C@H:56]6[C:55](=[O:84])[N:54]([CH2:85][O:86][CH2:87][CH2:88][Si:89]([CH3:92])([CH3:91])[CH3:90])[C:53]=5[CH:93]=4)[C:40]([O:42][CH3:43])=[CH:41][C:25]=3[C:24](=[O:96])[N:23]2[CH:97]=1)(=O)=O.[CH2:100]([OH:102])[CH3:101]. (5) Given the product [F:7]/[C:8](/[C:21]1[CH:25]=[C:24]([CH3:26])[N:23]([CH2:27][C:28]2[CH:35]=[CH:34][C:31]([CH3:32])=[CH:30][CH:29]=2)[N:22]=1)=[CH:9]\[C:10]1[CH:11]=[CH:12][C:13]([O:16][C:17]([F:20])([F:19])[F:18])=[CH:14][CH:15]=1, predict the reactants needed to synthesize it. The reactants are: CC(C)([O-])C.[K+].[F:7]/[C:8](/[C:21]1[CH:25]=[C:24]([CH3:26])[NH:23][N:22]=1)=[CH:9]\[C:10]1[CH:15]=[CH:14][C:13]([O:16][C:17]([F:20])([F:19])[F:18])=[CH:12][CH:11]=1.[CH3:27][C:28]1[CH:35]=[CH:34][C:31]([CH2:32]Br)=[CH:30][CH:29]=1. (6) Given the product [C:29]([NH:32][NH:33][C:26]([CH:11]1[CH2:12][CH:13]([C:15]2[CH:20]=[CH:19][C:18]([O:21][C:22]([F:23])([F:25])[F:24])=[CH:17][CH:16]=2)[CH2:14][N:9]([C:7]([N:1]2[CH2:2][CH2:3][O:4][CH2:5][CH2:6]2)=[O:8])[CH2:10]1)=[O:27])(=[O:31])[CH3:30], predict the reactants needed to synthesize it. The reactants are: [N:1]1([C:7]([N:9]2[CH2:14][CH:13]([C:15]3[CH:20]=[CH:19][C:18]([O:21][C:22]([F:25])([F:24])[F:23])=[CH:17][CH:16]=3)[CH2:12][CH:11]([C:26](O)=[O:27])[CH2:10]2)=[O:8])[CH2:6][CH2:5][O:4][CH2:3][CH2:2]1.[C:29]([NH:32][NH2:33])(=[O:31])[CH3:30]. (7) The reactants are: [F:1][C:2]1[C:7]([C:8]2[CH:9]=[C:10]([CH2:22][N:23](C)[C:24](=O)OC(C)(C)C)[S:11][C:12]=2[S:13]([C:16]2[N:17]([CH3:21])[CH:18]=[CH:19][N:20]=2)(=[O:15])=[O:14])=[CH:6][CH:5]=[CH:4][N:3]=1.C(OCC)(=O)C.[ClH:38]. Given the product [ClH:38].[F:1][C:2]1[C:7]([C:8]2[CH:9]=[C:10]([CH2:22][NH:23][CH3:24])[S:11][C:12]=2[S:13]([C:16]2[N:17]([CH3:21])[CH:18]=[CH:19][N:20]=2)(=[O:15])=[O:14])=[CH:6][CH:5]=[CH:4][N:3]=1, predict the reactants needed to synthesize it. (8) Given the product [C:17]([CH2:16][N:15]([CH2:20][C:21]([OH:23])=[O:22])[C:14]1([CH3:28])[CH2:13][N:12]([CH2:24][C:25]([OH:27])=[O:26])[CH2:1][CH2:2][N:3]([CH2:8][C:9]([OH:11])=[O:10])[CH2:4]1)([OH:19])=[O:18], predict the reactants needed to synthesize it. The reactants are: [CH2:1]([N:12]([CH2:24][C:25]([OH:27])=[O:26])[CH2:13][CH2:14][N:15]([CH2:20][C:21]([OH:23])=[O:22])[CH2:16][C:17]([OH:19])=[O:18])[CH2:2][N:3]([CH2:8][C:9]([OH:11])=[O:10])[CH2:4]C(O)=O.[C:28](CN(CC(=O)NC)CCN(CCN(CC(O)=O)CC(=O)NC)CC(O)=O)(O)=O.C(CN(CC(O)=O)CCNCC(O)=O)(O)=O.C(CN(CC(O)=O)CCN(CCN(CC(O)=O)CC(O)=O)[C@H](C(O)=O)CCC(O)=O)(O)=O.CC(OC(=O)[C@H](CCC(O)=O)N(CCN(CC(OC(C)(C)C)=O)CC(=O)OC(C)(C)C)CCN(CC(=O)OC(C)(C)C)CC(=O)OC(C)(C)C)(C)C.N[C@H](C(O)=O)CCCCN.C(N(CC(O)=O)CC(O)=O)CN(CC(O)=O)CC(O)=O.N1(CC(O)=O)CCNCCN(CC(O)=O)CCN(CC(O)=O)CC1.N1(CC(O)=O)CCCCN(CC(O)=O)CCN(CC(O)=O)CCN(CC(O)=O)CC1.OC(C)CN1CCN(CC(O)=O)CCN(CC(O)=O)CCN(CC(O)=O)CC1. (9) Given the product [Br:7][C:8]1[N:13]=[CH:12][C:11]([CH2:14][CH2:15][C:16]([CH3:24])([S:20]([CH3:23])(=[O:22])=[O:21])[C:17]([NH:28][OH:27])=[O:18])=[CH:10][CH:9]=1, predict the reactants needed to synthesize it. The reactants are: C(Cl)(=O)C(Cl)=O.[Br:7][C:8]1[N:13]=[CH:12][C:11]([CH2:14][CH2:15][C:16]([CH3:24])([S:20]([CH3:23])(=[O:22])=[O:21])[C:17](O)=[O:18])=[CH:10][CH:9]=1.C[Si](C)(C)[O:27][NH2:28].CO. (10) Given the product [CH3:28][S:27][C:24]1[CH:23]=[CH:22][C:21]([N:18]2[CH2:19][CH2:20][NH:15][CH2:16][CH2:17]2)=[CH:26][CH:25]=1, predict the reactants needed to synthesize it. The reactants are: FC(F)(F)C(O)=O.C(OC([N:15]1[CH2:20][CH2:19][N:18]([C:21]2[CH:26]=[CH:25][C:24]([S:27][CH3:28])=[CH:23][CH:22]=2)[CH2:17][CH2:16]1)=O)(C)(C)C.C(=O)(O)N.